Predict the reactants needed to synthesize the given product. From a dataset of Full USPTO retrosynthesis dataset with 1.9M reactions from patents (1976-2016). (1) The reactants are: [F:1][C:2]1[CH:3]=[C:4]([CH:43]=[CH:44][CH:45]=1)[CH2:5][N:6]1[CH:10]=[C:9]([C:11]2[C:19]3[C:14](=[N:15][CH:16]=[C:17]([C:20]4[CH:21]=[C:22]([NH:28][S:29]([CH3:32])(=[O:31])=[O:30])[C:23]([O:26][CH3:27])=[N:24][CH:25]=4)[CH:18]=3)[N:13](S(C3C=CC(C)=CC=3)(=O)=O)[CH:12]=2)[CH:8]=[N:7]1.[OH-].[Li+]. Given the product [F:1][C:2]1[CH:3]=[C:4]([CH:43]=[CH:44][CH:45]=1)[CH2:5][N:6]1[CH:10]=[C:9]([C:11]2[C:19]3[C:14](=[N:15][CH:16]=[C:17]([C:20]4[CH:21]=[C:22]([NH:28][S:29]([CH3:32])(=[O:30])=[O:31])[C:23]([O:26][CH3:27])=[N:24][CH:25]=4)[CH:18]=3)[NH:13][CH:12]=2)[CH:8]=[N:7]1, predict the reactants needed to synthesize it. (2) Given the product [CH2:1]([CH:3]([CH2:15][CH3:16])[CH2:4][NH:5][CH2:6][C:7]1[S:11][C:10]([C:18]2[CH:19]=[C:20]3[C:24](=[C:25]([C:27]([NH2:29])=[O:28])[CH:26]=2)[NH:23][CH:22]=[C:21]3[CH:30]2[CH2:31][CH2:32][N:33]([S:36]([CH2:39][CH3:40])(=[O:37])=[O:38])[CH2:34][CH2:35]2)=[CH:9][CH:8]=1)[CH3:2], predict the reactants needed to synthesize it. The reactants are: [CH2:1]([CH:3]([CH2:15][CH3:16])[CH2:4][NH:5][CH2:6][C:7]1[S:11][C:10](B(O)O)=[CH:9][CH:8]=1)[CH3:2].Br[C:18]1[CH:19]=[C:20]2[C:24](=[C:25]([C:27]([NH2:29])=[O:28])[CH:26]=1)[NH:23][CH:22]=[C:21]2[CH:30]1[CH2:35][CH2:34][N:33]([S:36]([CH2:39][CH3:40])(=[O:38])=[O:37])[CH2:32][CH2:31]1.C([O-])([O-])=O.[K+].[K+]. (3) The reactants are: O=C1O[C@H]([C@H](CO)O)C(O)=C1O.[N:13]([CH2:16][C:17]1[CH:18]=[C:19]([CH:93]=[CH:94][CH:95]=1)[C:20]([NH:22][CH2:23][CH2:24][CH2:25][CH2:26][C@H:27]([NH:31][C:32](=[O:92])[C@H:33]([CH2:88][CH:89]([CH3:91])[CH3:90])[NH:34][C:35](=[O:87])[C@H:36]([CH2:83][CH:84]([CH3:86])[CH3:85])[NH:37][C:38](=[O:82])[C@H:39]([CH2:75][C:76]1[CH:81]=[CH:80][CH:79]=[CH:78][CH:77]=1)[NH:40][C:41](=[O:74])[C@H:42]([CH2:69][CH2:70][C:71](=[O:73])[OH:72])[NH:43][C:44](=[O:68])[C@H:45]([CH2:64][C:65](=[O:67])[NH2:66])[NH:46][C:47](=[O:63])[C@H:48]([CH2:59][C:60](=[O:62])[OH:61])[NH:49][C:50](=[O:58])[C@H:51]([CH2:53][CH2:54][C:55](=[O:57])[OH:56])[NH2:52])[C:28]([NH2:30])=[O:29])=[O:21])=[N+:14]=[N-:15].[C:96]([C:99]1[CH:149]=[CH:148][C:102]([C:103]([NH:105][CH2:106][CH2:107][O:108][CH2:109][CH2:110][O:111][CH2:112][CH2:113][O:114][CH2:115][CH2:116][O:117][CH2:118][CH2:119][O:120][CH2:121][CH2:122][O:123][CH2:124][CH2:125][O:126][CH2:127][CH2:128][O:129][CH2:130][CH2:131][O:132][CH2:133][CH2:134][NH:135][C:136](=[O:147])[C:137]2[CH:142]=[CH:141][CH:140]=[C:139]([O:143][CH2:144][C:145]#[CH:146])[CH:138]=2)=[O:104])=[CH:101][CH:100]=1)(=[O:98])[CH3:97]. Given the product [C:96]([C:99]1[CH:100]=[CH:101][C:102]([C:103]([NH:105][CH2:106][CH2:107][O:108][CH2:109][CH2:110][O:111][CH2:112][CH2:113][O:114][CH2:115][CH2:116][O:117][CH2:118][CH2:119][O:120][CH2:121][CH2:122][O:123][CH2:124][CH2:125][O:126][CH2:127][CH2:128][O:129][CH2:130][CH2:131][O:132][CH2:133][CH2:134][NH:135][C:136]([C:137]2[CH:138]=[C:139]([CH:140]=[CH:141][CH:142]=2)[O:143][CH2:144][C:145]2[N:15]=[N:14][N:13]([CH2:16][C:17]3[CH:18]=[C:19]([CH:93]=[CH:94][CH:95]=3)[C:20]([NH:22][CH2:23][CH2:24][CH2:25][CH2:26][C@H:27]([NH:31][C:32](=[O:92])[C@H:33]([CH2:88][CH:89]([CH3:90])[CH3:91])[NH:34][C:35](=[O:87])[C@H:36]([CH2:83][CH:84]([CH3:85])[CH3:86])[NH:37][C:38](=[O:82])[C@H:39]([CH2:75][C:76]3[CH:81]=[CH:80][CH:79]=[CH:78][CH:77]=3)[NH:40][C:41](=[O:74])[C@H:42]([CH2:69][CH2:70][C:71](=[O:72])[OH:73])[NH:43][C:44](=[O:68])[C@H:45]([CH2:64][C:65](=[O:67])[NH2:66])[NH:46][C:47](=[O:63])[C@H:48]([CH2:59][C:60](=[O:61])[OH:62])[NH:49][C:50](=[O:58])[C@H:51]([CH2:53][CH2:54][C:55](=[O:56])[OH:57])[NH2:52])[C:28]([NH2:30])=[O:29])=[O:21])[CH:146]=2)=[O:147])=[O:104])=[CH:148][CH:149]=1)(=[O:98])[CH3:97], predict the reactants needed to synthesize it. (4) Given the product [CH2:12]([O:14][C:15](=[O:27])[CH2:16][N:17]([CH2:10][C:5]1[C:6]([NH2:9])=[N:7][CH:8]=[C:3]([Br:2])[CH:4]=1)[CH2:18][CH2:19][CH2:20][N:21]1[CH2:22][CH2:23][O:24][CH2:25][CH2:26]1)[CH3:13], predict the reactants needed to synthesize it. The reactants are: Br.[Br:2][C:3]1[CH:4]=[C:5]([CH2:10]Br)[C:6]([NH2:9])=[N:7][CH:8]=1.[CH2:12]([O:14][C:15](=[O:27])[CH2:16][NH:17][CH2:18][CH2:19][CH2:20][N:21]1[CH2:26][CH2:25][O:24][CH2:23][CH2:22]1)[CH3:13].C(N(CC)CC)C. (5) The reactants are: [CH3:1][O:2][CH2:3][CH2:4][CH2:5][C:6]([OH:8])=O.Cl.[CH3:10][NH:11][O:12][CH3:13]. Given the product [CH3:13][O:12][N:11]([CH3:10])[C:6](=[O:8])[CH2:5][CH2:4][CH2:3][O:2][CH3:1], predict the reactants needed to synthesize it. (6) Given the product [CH:62]1([CH2:61][O:60][C:52]2[CH:53]=[CH:54][C:55]3[O:56][CH2:57][O:58][C:59]=3[C:51]=2[C:50]2[C:45]3[NH:44][CH:43]=[C:42]([C:40]([NH:39][C@H:9]([CH2:8][C:5]4[CH:6]=[CH:7][C:2]([N:65]5[CH2:68][CH2:67][C:66]5=[O:69])=[CH:3][CH:4]=4)[C:10]([N:12]4[CH2:17][CH2:16][CH:15]([N:18]5[N:27]=[C:26]([C:28]6[CH:33]=[CH:32][C:31]([O:34][CH3:35])=[C:30]([O:36][CH3:37])[CH:29]=6)[C@@H:25]6[C@@H:20]([CH2:21][CH2:22][CH2:23][CH2:24]6)[C:19]5=[O:38])[CH2:14][CH2:13]4)=[O:11])=[O:41])[C:46]=3[N:47]=[CH:48][N:49]=2)[CH2:64][CH2:63]1, predict the reactants needed to synthesize it. The reactants are: Br[C:2]1[CH:7]=[CH:6][C:5]([CH2:8][C@@H:9]([NH:39][C:40]([C:42]2[C:46]3[N:47]=[CH:48][N:49]=[C:50]([C:51]4[C:59]5[O:58][CH2:57][O:56][C:55]=5[CH:54]=[CH:53][C:52]=4[O:60][CH2:61][CH:62]4[CH2:64][CH2:63]4)[C:45]=3[NH:44][CH:43]=2)=[O:41])[C:10]([N:12]2[CH2:17][CH2:16][CH:15]([N:18]3[N:27]=[C:26]([C:28]4[CH:33]=[CH:32][C:31]([O:34][CH3:35])=[C:30]([O:36][CH3:37])[CH:29]=4)[C@@H:25]4[C@@H:20]([CH2:21][CH2:22][CH2:23][CH2:24]4)[C:19]3=[O:38])[CH2:14][CH2:13]2)=[O:11])=[CH:4][CH:3]=1.[NH:65]1[CH2:68][CH2:67][C:66]1=[O:69].CC1(C)C2C(=C(P(C3C=CC=CC=3)C3C=CC=CC=3)C=CC=2)OC2C(P(C3C=CC=CC=3)C3C=CC=CC=3)=CC=CC1=2.C([O-])([O-])=O.[Cs+].[Cs+]. (7) Given the product [F:30][C:29]([F:32])([F:31])[S:26]([O:8][C:7]1[CH:6]=[C:5]([CH3:9])[N:4]([CH2:10][C:11]2[CH:16]=[CH:15][CH:14]=[C:13]([F:17])[CH:12]=2)[C:3](=[O:18])[C:2]=1[Br:1])(=[O:28])=[O:27], predict the reactants needed to synthesize it. The reactants are: [Br:1][C:2]1[C:3](=[O:18])[N:4]([CH2:10][C:11]2[CH:16]=[CH:15][CH:14]=[C:13]([F:17])[CH:12]=2)[C:5]([CH3:9])=[CH:6][C:7]=1[OH:8].C(N(CC)CC)C.[S:26](O[S:26]([C:29]([F:32])([F:31])[F:30])(=[O:28])=[O:27])([C:29]([F:32])([F:31])[F:30])(=[O:28])=[O:27]. (8) Given the product [O:1]1[CH:5]=[CH:4][CH:3]=[C:2]1[C:6]([N:8]1[C:17]2[C:12](=[CH:13][CH:14]=[C:15]([C:36]([N:31]3[CH2:35][CH2:34][CH2:33][CH2:32]3)=[O:37])[CH:16]=2)[N:11]([C:27](=[O:29])[CH3:28])[C@@H:10]([CH3:30])[CH2:9]1)=[O:7], predict the reactants needed to synthesize it. The reactants are: [O:1]1[CH:5]=[CH:4][CH:3]=[C:2]1[C:6]([N:8]1[C:17]2[C:12](=[CH:13][CH:14]=[C:15](B3OC(C)(C)C(C)(C)O3)[CH:16]=2)[N:11]([C:27](=[O:29])[CH3:28])[C@@H:10]([CH3:30])[CH2:9]1)=[O:7].[N:31]1([C:36](Cl)=[O:37])[CH2:35][CH2:34][CH2:33][CH2:32]1.[F-].[Cs+]. (9) Given the product [F:1][C:2]1[CH:3]=[CH:4][C:5]([C:8]2[S:9][C:10]([C:13]([C:15]3[CH:16]=[CH:17][N:18]=[CH:19][CH:20]=3)([OH:14])[CH:21]([CH3:23])[CH3:22])=[CH:11][N:12]=2)=[CH:6][CH:7]=1, predict the reactants needed to synthesize it. The reactants are: [F:1][C:2]1[CH:7]=[CH:6][C:5]([C:8]2[S:9][C:10]([C:13]([C:15]3[CH:20]=[CH:19][N:18]=[CH:17][CH:16]=3)=[O:14])=[CH:11][N:12]=2)=[CH:4][CH:3]=1.[CH:21]([Mg]Br)([CH3:23])[CH3:22].